From a dataset of Reaction yield outcomes from USPTO patents with 853,638 reactions. Predict the reaction yield, written as a fraction of the theoretical maximum amount of product (1.0 means a 100% yield; for example, 0.34 means a 34% yield). The reactants are [CH2:1]([N:3]([CH2:14][CH2:15][NH:16][C:17]([C:19]1[CH:28]=[CH:27][C:26]2[C:21](=[C:22]([I:29])[CH:23]=[N:24][CH:25]=2)[N:20]=1)=[O:18])[CH2:4][CH2:5][O:6][C:7]1[C:8]([F:13])=[N:9][CH:10]=[CH:11][CH:12]=1)[CH3:2].[ClH:30].Cl.C(N(CCNC(C1C=NC2C(=CC=C(I)C=2)N=1)=O)CCOC1C(F)=NC=CC=1)C. No catalyst specified. The product is [ClH:30].[ClH:30].[CH2:1]([N:3]([CH2:14][CH2:15][NH:16][C:17]([C:19]1[CH:28]=[CH:27][C:26]2[C:21](=[C:22]([I:29])[CH:23]=[N:24][CH:25]=2)[N:20]=1)=[O:18])[CH2:4][CH2:5][O:6][C:7]1[C:8]([F:13])=[N:9][CH:10]=[CH:11][CH:12]=1)[CH3:2]. The yield is 0.870.